From a dataset of NCI-60 drug combinations with 297,098 pairs across 59 cell lines. Regression. Given two drug SMILES strings and cell line genomic features, predict the synergy score measuring deviation from expected non-interaction effect. (1) Drug 1: CCN(CC)CCNC(=O)C1=C(NC(=C1C)C=C2C3=C(C=CC(=C3)F)NC2=O)C. Drug 2: CC1CCCC2(C(O2)CC(NC(=O)CC(C(C(=O)C(C1O)C)(C)C)O)C(=CC3=CSC(=N3)C)C)C. Cell line: NCI/ADR-RES. Synergy scores: CSS=13.3, Synergy_ZIP=3.20, Synergy_Bliss=6.02, Synergy_Loewe=-7.74, Synergy_HSA=0.00117. (2) Drug 1: CC1C(C(=O)NC(C(=O)N2CCCC2C(=O)N(CC(=O)N(C(C(=O)O1)C(C)C)C)C)C(C)C)NC(=O)C3=C4C(=C(C=C3)C)OC5=C(C(=O)C(=C(C5=N4)C(=O)NC6C(OC(=O)C(N(C(=O)CN(C(=O)C7CCCN7C(=O)C(NC6=O)C(C)C)C)C)C(C)C)C)N)C. Drug 2: CC(C)CN1C=NC2=C1C3=CC=CC=C3N=C2N. Cell line: OVCAR-4. Synergy scores: CSS=12.8, Synergy_ZIP=-1.27, Synergy_Bliss=1.72, Synergy_Loewe=-7.54, Synergy_HSA=0.0817. (3) Drug 1: C1C(C(OC1N2C=C(C(=O)NC2=O)F)CO)O. Drug 2: C1=CN(C(=O)N=C1N)C2C(C(C(O2)CO)O)O.Cl. Cell line: SR. Synergy scores: CSS=65.6, Synergy_ZIP=1.21, Synergy_Bliss=-0.359, Synergy_Loewe=-2.58, Synergy_HSA=2.94. (4) Drug 1: C1=CC(=CC=C1C#N)C(C2=CC=C(C=C2)C#N)N3C=NC=N3. Drug 2: N.N.Cl[Pt+2]Cl. Cell line: HCT-15. Synergy scores: CSS=34.1, Synergy_ZIP=-3.89, Synergy_Bliss=-5.95, Synergy_Loewe=-8.54, Synergy_HSA=-7.90.